Dataset: Full USPTO retrosynthesis dataset with 1.9M reactions from patents (1976-2016). Task: Predict the reactants needed to synthesize the given product. Given the product [NH2:5][C:4]1[CH:6]=[CH:7][C:8]([O:9][C:10]2[CH:15]=[CH:14][C:13]([F:16])=[CH:12][C:11]=2[F:17])=[C:2]([C:23]2[C:22]3[CH:34]=[CH:35][N:36]([S:37]([C:40]4[CH:46]=[CH:45][C:43]([CH3:44])=[CH:42][CH:41]=4)(=[O:39])=[O:38])[C:21]=3[C:20](=[O:47])[N:19]([CH3:18])[CH:24]=2)[CH:3]=1, predict the reactants needed to synthesize it. The reactants are: Br[C:2]1[CH:3]=[C:4]([CH:6]=[CH:7][C:8]=1[O:9][C:10]1[CH:15]=[CH:14][C:13]([F:16])=[CH:12][C:11]=1[F:17])[NH2:5].[CH3:18][N:19]1[CH:24]=[C:23](B2OC(C)(C)C(C)(C)O2)[C:22]2[CH:34]=[CH:35][N:36]([S:37]([C:40]3[CH:46]=[CH:45][C:43]([CH3:44])=[CH:42][CH:41]=3)(=[O:39])=[O:38])[C:21]=2[C:20]1=[O:47].CC12CC3(C)P(C4C=CC=CC=4)C(C)(CC(C)(O3)O1)O2.P([O-])([O-])([O-])=O.[K+].[K+].[K+].